From a dataset of Peptide-MHC class II binding affinity with 134,281 pairs from IEDB. Regression. Given a peptide amino acid sequence and an MHC pseudo amino acid sequence, predict their binding affinity value. This is MHC class II binding data. (1) The peptide sequence is FYNEKAFLLTTFDVS. The MHC is HLA-DPA10201-DPB11401 with pseudo-sequence HLA-DPA10201-DPB11401. The binding affinity (normalized) is 0.319. (2) The peptide sequence is IYKASPTLAFPAGVC. The MHC is DRB3_0101 with pseudo-sequence DRB3_0101. The binding affinity (normalized) is 0.698. (3) The peptide sequence is IPIQLLPNTLVFQAK. The MHC is DRB1_1101 with pseudo-sequence DRB1_1101. The binding affinity (normalized) is 0.819.